Task: Predict which catalyst facilitates the given reaction.. Dataset: Catalyst prediction with 721,799 reactions and 888 catalyst types from USPTO (1) Reactant: [N-:1]=[N+:2]=[N-:3].[Na+].[CH3:5][O:6][C:7](=[O:17])[C:8]1[CH:13]=[CH:12][C:11]([CH2:14]Br)=[C:10]([F:16])[CH:9]=1.COC(=O)C1C=CC=C(F)C=1CN=[N+]=[N-]. Product: [CH3:5][O:6][C:7](=[O:17])[C:8]1[CH:13]=[CH:12][C:11]([CH2:14][N:1]=[N+:2]=[N-:3])=[C:10]([F:16])[CH:9]=1. The catalyst class is: 31. (2) Reactant: [Br:1][C:2]1[CH:11]=[C:10]2[C:5]([C:6](Cl)=[C:7]([C:12]([NH2:14])=[O:13])[CH:8]=[N:9]2)=[CH:4][CH:3]=1.[NH2:16][C:17]1[CH:18]=[C:19]([CH:23]=[C:24]([O:26][CH3:27])[CH:25]=1)[C:20]([OH:22])=[O:21]. Product: [NH2:14][C:12]([C:7]1[CH:8]=[N:9][C:10]2[C:5]([C:6]=1[NH:16][C:17]1[CH:18]=[C:19]([CH:23]=[C:24]([O:26][CH3:27])[CH:25]=1)[C:20]([OH:22])=[O:21])=[CH:4][CH:3]=[C:2]([Br:1])[CH:11]=2)=[O:13]. The catalyst class is: 15.